Task: Regression. Given a peptide amino acid sequence and an MHC pseudo amino acid sequence, predict their binding affinity value. This is MHC class I binding data.. Dataset: Peptide-MHC class I binding affinity with 185,985 pairs from IEDB/IMGT (1) The peptide sequence is TTTDGYAHV. The MHC is HLA-B27:03 with pseudo-sequence HLA-B27:03. The binding affinity (normalized) is 0.0847. (2) The peptide sequence is VTSSVSSGY. The MHC is HLA-B39:01 with pseudo-sequence HLA-B39:01. The binding affinity (normalized) is 0.0847. (3) The peptide sequence is DYVPTNKWV. The MHC is HLA-A26:01 with pseudo-sequence HLA-A26:01. The binding affinity (normalized) is 0.0847. (4) The peptide sequence is KLGGYVSFV. The MHC is HLA-A02:01 with pseudo-sequence HLA-A02:01. The binding affinity (normalized) is 0.936. (5) The peptide sequence is SDTQIPGVC. The MHC is HLA-B44:02 with pseudo-sequence HLA-B44:02. The binding affinity (normalized) is 0. (6) The peptide sequence is TQVKELGIAI. The MHC is HLA-A30:02 with pseudo-sequence HLA-A30:02. The binding affinity (normalized) is 0. (7) The peptide sequence is QPEWFRNVL. The MHC is HLA-B44:02 with pseudo-sequence HLA-B44:02. The binding affinity (normalized) is 0.0847. (8) The peptide sequence is ELSGYCSNI. The binding affinity (normalized) is 0.128. The MHC is HLA-A02:01 with pseudo-sequence HLA-A02:01.